From a dataset of Forward reaction prediction with 1.9M reactions from USPTO patents (1976-2016). Predict the product of the given reaction. (1) Given the reactants [CH2:1]([N:8]1[CH2:13][CH2:12][N:11]([C:14]2[CH:15]=[CH:16][C:17]([O:24]COC)=[C:18]([CH:23]=2)[C:19]([O:21][CH3:22])=[O:20])[CH2:10][CH2:9]1)[C:2]1[CH:7]=[CH:6][CH:5]=[CH:4][CH:3]=1.Cl, predict the reaction product. The product is: [CH2:1]([N:8]1[CH2:9][CH2:10][N:11]([C:14]2[CH:15]=[CH:16][C:17]([OH:24])=[C:18]([CH:23]=2)[C:19]([O:21][CH3:22])=[O:20])[CH2:12][CH2:13]1)[C:2]1[CH:3]=[CH:4][CH:5]=[CH:6][CH:7]=1. (2) Given the reactants [Cl:1][C:2]1[C:3]([C:26]([F:29])([F:28])[F:27])=[CH:4][C:5]2[NH:9][C:8](=[O:10])[N:7]([CH:11]3[CH2:16][CH2:15][N:14]([C:17]4([C:23]#N)[CH2:22][CH2:21][O:20][CH2:19][CH2:18]4)[CH2:13][CH2:12]3)[C:6]=2[CH:25]=1.C[Mg]Br, predict the reaction product. The product is: [ClH:1].[Cl:1][C:2]1[C:3]([C:26]([F:27])([F:28])[F:29])=[CH:4][C:5]2[NH:9][C:8](=[O:10])[N:7]([CH:11]3[CH2:12][CH2:13][N:14]([C:17]4([CH3:23])[CH2:18][CH2:19][O:20][CH2:21][CH2:22]4)[CH2:15][CH2:16]3)[C:6]=2[CH:25]=1.